This data is from Full USPTO retrosynthesis dataset with 1.9M reactions from patents (1976-2016). The task is: Predict the reactants needed to synthesize the given product. (1) Given the product [CH:1]1([C:6]2[C:10]3[N:11]=[C:12]([C:13]4[CH:14]=[CH:19][C:18]([O:26][CH3:28])=[CH:17][CH:16]=4)[NH:25][C:23](=[O:24])[C:9]=3[O:8][N:7]=2)[CH2:2][CH2:3][CH2:4][CH2:5]1, predict the reactants needed to synthesize it. The reactants are: [CH:1]1([C:6]2[C:10]([NH:11][C:12](=O)[CH2:13][C:14]3[CH:19]=[CH:18][C:17](OC)=[CH:16]C=3)=[C:9]([C:23]([NH2:25])=[O:24])[O:8][N:7]=2)[CH2:5][CH2:4][CH2:3][CH2:2]1.[OH-:26].[K+].[CH3:28]O. (2) Given the product [C:31]([C:28]1[CH:27]=[CH:26][C:25]([CH:14]([NH:13][C:10]2[CH:9]=[CH:8][C:7]([C:6]([OH:35])=[O:5])=[CH:12][CH:11]=2)[C:15](=[O:24])[NH:16][C:17]2[CH:22]=[CH:21][C:20]([I:23])=[CH:19][CH:18]=2)=[CH:30][CH:29]=1)([CH3:34])([CH3:32])[CH3:33], predict the reactants needed to synthesize it. The reactants are: C([O:5][C:6](=[O:35])[C:7]1[CH:12]=[CH:11][C:10]([NH:13][CH:14]([C:25]2[CH:30]=[CH:29][C:28]([C:31]([CH3:34])([CH3:33])[CH3:32])=[CH:27][CH:26]=2)[C:15](=[O:24])[NH:16][C:17]2[CH:22]=[CH:21][C:20]([I:23])=[CH:19][CH:18]=2)=[CH:9][CH:8]=1)(C)(C)C.C(O)(C(F)(F)F)=O. (3) Given the product [CH3:36][N:23]([C:24]1[CH:29]=[CH:28][CH:27]=[CH:26][CH:25]=1)[CH:20]1[CH2:19][CH2:18][N:17]([C:16]2[C:7]([C:1]3[CH:6]=[CH:5][CH:4]=[CH:3][CH:2]=3)=[N:8][C:9]3[C:14]([N:15]=2)=[CH:13][C:12]([C:30]([OH:32])=[O:31])=[CH:11][CH:10]=3)[CH2:22][CH2:21]1, predict the reactants needed to synthesize it. The reactants are: [C:1]1([C:7]2[C:16]([N:17]3[CH2:22][CH2:21][CH:20]([NH:23][C:24]4[CH:29]=[CH:28][CH:27]=[CH:26][CH:25]=4)[CH2:19][CH2:18]3)=[N:15][C:14]3[C:9](=[CH:10][CH:11]=[C:12]([C:30]([O:32]C)=[O:31])[CH:13]=3)[N:8]=2)[CH:6]=[CH:5][CH:4]=[CH:3][CH:2]=1.[H-].[Na+].[CH3:36]I. (4) Given the product [CH:36]([Si:35]([C:34]#[C:33][C:22]1[C:21]2[C:20]3[CH:45]=[CH:46][CH:47]=[CH:48][C:19]=3[S:18][C:17]=2[C:16]([C:15]#[C:14][Si:7]([CH:4]([CH3:6])[CH3:5])([CH:8]([CH3:10])[CH3:9])[CH:11]([CH3:13])[CH3:12])=[C:27]2[C:23]=1[S:24][C:25]1[CH:31]=[CH:30][CH:29]=[CH:28][C:26]=12)([CH:42]([CH3:44])[CH3:43])[CH:39]([CH3:40])[CH3:41])([CH3:37])[CH3:38], predict the reactants needed to synthesize it. The reactants are: [Sn](Cl)Cl.[CH:4]([Si:7]([C:14]#[C:15][C:16]1(O)[C:27]2[C:26]3[CH:28]=[CH:29][CH:30]=[CH:31][C:25]=3[S:24][C:23]=2[C:22]([C:33]#[C:34][Si:35]([CH:42]([CH3:44])[CH3:43])([CH:39]([CH3:41])[CH3:40])[CH:36]([CH3:38])[CH3:37])(O)[C:21]2[C:20]3[CH:45]=[CH:46][CH:47]=[CH:48][C:19]=3[S:18][C:17]1=2)([CH:11]([CH3:13])[CH3:12])[CH:8]([CH3:10])[CH3:9])([CH3:6])[CH3:5].